The task is: Predict the product of the given reaction.. This data is from Forward reaction prediction with 1.9M reactions from USPTO patents (1976-2016). (1) Given the reactants C([O:4][CH2:5][C:6]([N:8]1[CH2:14][CH2:13][CH2:12][N:11]([C:15]2[N:16]=[CH:17][C:18]([C:21]([NH:23][C:24]3[CH:39]=[CH:38][C:37]([CH3:40])=[CH:36][C:25]=3[C:26]([NH:28][C:29]3[CH:34]=[CH:33][C:32]([Cl:35])=[CH:31][N:30]=3)=[O:27])=[O:22])=[N:19][CH:20]=2)[CH2:10][CH2:9]1)=[O:7])(=O)C.C(=O)([O-])[O-].[K+].[K+].O, predict the reaction product. The product is: [OH:4][CH2:5][C:6]([N:8]1[CH2:14][CH2:13][CH2:12][N:11]([C:15]2[N:16]=[CH:17][C:18]([C:21]([NH:23][C:24]3[CH:39]=[CH:38][C:37]([CH3:40])=[CH:36][C:25]=3[C:26]([NH:28][C:29]3[CH:34]=[CH:33][C:32]([Cl:35])=[CH:31][N:30]=3)=[O:27])=[O:22])=[N:19][CH:20]=2)[CH2:10][CH2:9]1)=[O:7]. (2) Given the reactants [OH:1][CH2:2][CH2:3][CH2:4][NH:5][C:6](=[O:12])[O:7][C:8]([CH3:11])([CH3:10])[CH3:9].C(N(CC)CC)C.[CH3:20][S:21](Cl)(=[O:23])=[O:22], predict the reaction product. The product is: [CH3:20][S:21]([O:1][CH2:2][CH2:3][CH2:4][NH:5][C:6]([O:7][C:8]([CH3:9])([CH3:11])[CH3:10])=[O:12])(=[O:23])=[O:22].